From a dataset of Catalyst prediction with 721,799 reactions and 888 catalyst types from USPTO. Predict which catalyst facilitates the given reaction. Reactant: [F:1][C:2]1[CH:7]=[CH:6][C:5]([CH:8]2[C:13]3=[N:14][NH:15][C:16](=[O:21])[C:17]4[CH:18]=[CH:19][CH:20]=[C:11]([C:12]=43)[NH:10][CH:9]2[C:22]2[CH:29]=[CH:28][C:25]([CH:26]=O)=[CH:24][CH:23]=2)=[CH:4][CH:3]=1.C(Cl)Cl.[CH2:33]([NH:35][CH2:36][CH3:37])[CH3:34].[BH4-].[Na+]. Product: [CH2:33]([N:35]([CH2:26][C:25]1[CH:24]=[CH:23][C:22]([CH:9]2[NH:10][C:11]3[C:12]4[C:13](=[N:14][NH:15][C:16](=[O:21])[C:17]=4[CH:18]=[CH:19][CH:20]=3)[CH:8]2[C:5]2[CH:4]=[CH:3][C:2]([F:1])=[CH:7][CH:6]=2)=[CH:29][CH:28]=1)[CH2:36][CH3:37])[CH3:34]. The catalyst class is: 15.